Dataset: Forward reaction prediction with 1.9M reactions from USPTO patents (1976-2016). Task: Predict the product of the given reaction. (1) Given the reactants [NH2:1][CH2:2][C:3]1[CH:25]=[CH:24][C:6]([CH2:7][NH:8][C@H:9]([C:16]([O:18][CH:19]2[CH2:23][CH2:22][CH2:21][CH2:20]2)=[O:17])[CH2:10][O:11][C:12]([CH3:15])([CH3:14])[CH3:13])=[CH:5][CH:4]=1.[CH:26]([C:28]1[CH:33]=[CH:32][C:31](/[CH:34]=[CH:35]/[C:36]([NH:38][O:39]C(OCC(C)C)C)=[O:37])=[CH:30][CH:29]=1)=O, predict the reaction product. The product is: [C:12]([O:11][CH2:10][C@@H:9]([C:16]([O:18][CH:19]1[CH2:20][CH2:21][CH2:22][CH2:23]1)=[O:17])[NH:8][CH2:7][C:6]1[CH:5]=[CH:4][C:3]([CH2:2][NH:1][CH2:26][C:28]2[CH:29]=[CH:30][C:31](/[CH:34]=[CH:35]/[C:36]([NH:38][OH:39])=[O:37])=[CH:32][CH:33]=2)=[CH:25][CH:24]=1)([CH3:15])([CH3:14])[CH3:13]. (2) The product is: [Br:1][C:6]1[CH:7]=[CH:8][C:3]([CH2:9][CH2:10][CH2:11][CH2:12][CH2:13][CH3:14])=[CH:4][CH:5]=1. Given the reactants [Br:1]Br.[C:3]1([CH2:9][CH2:10][CH2:11][CH2:12][CH2:13][CH3:14])[CH:8]=[CH:7][CH:6]=[CH:5][CH:4]=1, predict the reaction product. (3) The product is: [F:1][B-:2]([F:5])([F:4])[F:3].[CH3:12][N:13]([CH3:18])[CH:14]=[C:15]([C:16]([O:21][CH3:19])=[O:17])[CH:9]=[CH:10][CH:11]=[N+:6]([CH3:26])[CH3:7]. Given the reactants [F:1][B-:2]([F:5])([F:4])[F:3].[NH+:6]1[CH:11]=[CH:10][CH:9]=C[CH:7]=1.[CH3:12][N:13]([CH3:18])[CH:14]=[CH:15][CH:16]=[O:17].[C:19](OC(=O)C)(=[O:21])C.[C:26](O)(=O)C, predict the reaction product. (4) Given the reactants [C:1]([C:3]1[C:8]([O:9][CH:10]2[CH2:15][CH2:14][N:13](C(OC(C)(C)C)=O)[CH2:12][CH2:11]2)=[CH:7][C:6](=[O:23])[N:5]([C:24]2[CH:25]=[N:26][C:27]([C:30]#[N:31])=[CH:28][CH:29]=2)[N:4]=1)#[N:2].[ClH:32].O1CCOCC1.CCOCC, predict the reaction product. The product is: [ClH:32].[C:30]([C:27]1[N:26]=[CH:25][C:24]([N:5]2[C:6](=[O:23])[CH:7]=[C:8]([O:9][CH:10]3[CH2:15][CH2:14][NH:13][CH2:12][CH2:11]3)[C:3]([C:1]#[N:2])=[N:4]2)=[CH:29][CH:28]=1)#[N:31]. (5) Given the reactants Cl[CH2:2][CH2:3][CH2:4][O:5][C:6]1[CH:11]=[CH:10][C:9]([C:12]2[S:13][C:14]3[CH2:19][CH2:18][CH:17]([NH:20][C:21](=[O:30])[O:22][CH2:23][C:24]4[CH:29]=[CH:28][CH:27]=[CH:26][CH:25]=4)[C:15]=3[N:16]=2)=[CH:8][CH:7]=1.C(=O)([O-])[O-].[K+].[K+].[I-].[Na+].[CH3:39][CH:40]1[CH2:44][CH2:43][CH2:42][NH:41]1, predict the reaction product. The product is: [CH3:39][CH:40]1[CH2:44][CH2:43][CH2:42][N:41]1[CH2:2][CH2:3][CH2:4][O:5][C:6]1[CH:11]=[CH:10][C:9]([C:12]2[S:13][C:14]3[CH2:19][CH2:18][CH:17]([NH:20][C:21](=[O:30])[O:22][CH2:23][C:24]4[CH:29]=[CH:28][CH:27]=[CH:26][CH:25]=4)[C:15]=3[N:16]=2)=[CH:8][CH:7]=1. (6) Given the reactants [I-:1].[Zn+2:2].[I-].[CH3:4][C:5]1([CH3:12])[CH2:10][CH:9](O)[CH2:8][CH2:7][O:6]1, predict the reaction product. The product is: [I-:1].[CH3:4][C:5]1([CH3:12])[CH2:10][CH:9]([Zn+:2])[CH2:8][CH2:7][O:6]1.